Dataset: Full USPTO retrosynthesis dataset with 1.9M reactions from patents (1976-2016). Task: Predict the reactants needed to synthesize the given product. (1) Given the product [O:1]1[CH2:6][CH2:5][CH2:4][CH2:3][CH:2]1[O:7][CH2:8][CH2:9][CH2:10][CH2:11][CH2:12][CH2:13][CH2:14][CH2:15][C:16](=[C:22]([CH2:28][CH2:29][CH2:30][CH2:31][CH2:32][CH2:33][CH2:34][CH2:35][O:36][CH:37]1[CH2:42][CH2:41][CH2:40][CH2:39][O:38]1)[CH2:23][C:24]([O:26][CH3:27])=[O:25])[CH2:17][C:18]([O:20][CH3:21])=[O:19], predict the reactants needed to synthesize it. The reactants are: [O:1]1[CH2:6][CH2:5][CH2:4][CH2:3][CH:2]1[O:7][CH2:8][CH2:9][CH2:10][CH2:11][CH2:12][CH2:13][CH2:14][CH2:15]/[C:16](/[C:22](/[CH2:28][CH2:29][CH2:30][CH2:31][CH2:32][CH2:33][CH2:34][CH2:35][O:36][CH:37]1[CH2:42][CH2:41][CH2:40][CH2:39][O:38]1)=[CH:23]/[C:24]([O:26][CH3:27])=[O:25])=[CH:17]\[C:18]([O:20][CH3:21])=[O:19]. (2) Given the product [CH2:14]([O:12][C:4]1[CH:3]=[C:2]([CH3:1])[C:7]([N+:8]([O-:10])=[O:9])=[C:6]([CH3:11])[CH:5]=1)[CH2:15][CH2:16][CH3:17], predict the reactants needed to synthesize it. The reactants are: [CH3:1][C:2]1[CH:3]=[C:4]([OH:12])[CH:5]=[C:6]([CH3:11])[C:7]=1[N+:8]([O-:10])=[O:9].Br[CH2:14][CH2:15][CH2:16][CH3:17].C([O-])([O-])=O.[K+].[K+].O. (3) Given the product [CH2:15]([N:11]1[C:12]2[C:7](=[C:6]([OH:30])[C:5]([C:3]([NH:31][CH2:32][CH2:33][C:34]([OH:36])=[O:35])=[O:4])=[N:14][CH:13]=2)[CH:8]=[C:9]([CH2:23][C:24]2[CH:25]=[CH:26][CH:27]=[CH:28][CH:29]=2)[C:10]1=[O:22])[C:16]1[CH:21]=[CH:20][CH:19]=[CH:18][CH:17]=1, predict the reactants needed to synthesize it. The reactants are: CO[C:3]([C:5]1[C:6]([OH:30])=[C:7]2[C:12](=[CH:13][N:14]=1)[N:11]([CH2:15][C:16]1[CH:21]=[CH:20][CH:19]=[CH:18][CH:17]=1)[C:10](=[O:22])[C:9]([CH2:23][C:24]1[CH:29]=[CH:28][CH:27]=[CH:26][CH:25]=1)=[CH:8]2)=[O:4].[NH2:31][CH2:32][CH2:33][C:34]([OH:36])=[O:35].C[O-].[Na+]. (4) The reactants are: [OH:1][CH2:2][C@H:3]1[CH2:8][CH2:7][CH2:6][N:5]([C:9]([O:11][C:12]([CH3:15])([CH3:14])[CH3:13])=[O:10])[CH2:4]1.C(N(CC)CC)C.[Cl-].[NH4+]. Given the product [CH:2]([C@H:3]1[CH2:8][CH2:7][CH2:6][N:5]([C:9]([O:11][C:12]([CH3:15])([CH3:14])[CH3:13])=[O:10])[CH2:4]1)=[O:1], predict the reactants needed to synthesize it. (5) Given the product [C:15]([O:19][C:20](=[O:37])[NH:21][CH:22]([C:29]1[CH:34]=[CH:33][C:32]([Cl:35])=[C:31]([Cl:36])[CH:30]=1)[C:23]([C:5]1[CH:6]=[CH:7][C:2]([Br:1])=[CH:3][C:4]=1[F:9])=[O:28])([CH3:18])([CH3:16])[CH3:17], predict the reactants needed to synthesize it. The reactants are: [Br:1][C:2]1[CH:7]=[CH:6][C:5](I)=[C:4]([F:9])[CH:3]=1.C([Li])CCC.[C:15]([O:19][C:20](=[O:37])[NH:21][CH:22]([C:29]1[CH:34]=[CH:33][C:32]([Cl:35])=[C:31]([Cl:36])[CH:30]=1)[C:23](=[O:28])N(OC)C)([CH3:18])([CH3:17])[CH3:16].